From a dataset of Full USPTO retrosynthesis dataset with 1.9M reactions from patents (1976-2016). Predict the reactants needed to synthesize the given product. (1) Given the product [CH2:15]([C:23]1[CH:24]=[CH:25][C:26]([C:8]([N:4]2[CH2:5][CH2:6][CH2:7][C@H:3]2[C:1]#[N:2])=[O:10])=[CH:30][CH:31]=1)[CH2:16][CH2:17][CH2:18][CH2:19][CH2:20][CH2:21][CH3:22], predict the reactants needed to synthesize it. The reactants are: [C:1]([C@@H:3]1[CH2:7][CH2:6][CH2:5][N:4]1[C:8]([O:10]C(C)(C)C)=O)#[N:2].[CH2:15]([C:23]1[CH:31]=[CH:30][C:26](C(O)=O)=[CH:25][CH:24]=1)[CH2:16][CH2:17][CH2:18][CH2:19][CH2:20][CH2:21][CH3:22].C1CN([P+](ON2N=NC3C=CC=CC2=3)(N2CCCC2)N2CCCC2)CC1.F[P-](F)(F)(F)(F)F.C(N(CC)C(C)C)(C)C. (2) The reactants are: CC(OI1(OC(C)=O)(OC(C)=O)OC(=O)C2C=CC=CC1=2)=O.[Cl:23][C:24]1[CH:32]=[C:31]2[C:27]([CH:28]=[C:29]([CH2:40][OH:41])[N:30]2[C:33]2[CH:38]=[CH:37][CH:36]=[C:35]([F:39])[CH:34]=2)=[CH:26][CH:25]=1. Given the product [Cl:23][C:24]1[CH:32]=[C:31]2[C:27]([CH:28]=[C:29]([CH:40]=[O:41])[N:30]2[C:33]2[CH:38]=[CH:37][CH:36]=[C:35]([F:39])[CH:34]=2)=[CH:26][CH:25]=1, predict the reactants needed to synthesize it.